Dataset: NCI-60 drug combinations with 297,098 pairs across 59 cell lines. Task: Regression. Given two drug SMILES strings and cell line genomic features, predict the synergy score measuring deviation from expected non-interaction effect. Drug 1: CC(CN1CC(=O)NC(=O)C1)N2CC(=O)NC(=O)C2. Drug 2: CC12CCC3C(C1CCC2O)C(CC4=C3C=CC(=C4)O)CCCCCCCCCS(=O)CCCC(C(F)(F)F)(F)F. Cell line: A549. Synergy scores: CSS=33.7, Synergy_ZIP=-1.14, Synergy_Bliss=-1.68, Synergy_Loewe=-0.800, Synergy_HSA=0.205.